From a dataset of Forward reaction prediction with 1.9M reactions from USPTO patents (1976-2016). Predict the product of the given reaction. (1) Given the reactants [N:1]1[CH:6]=[CH:5][C:4]([C:7]2[N:8]=[C:9]3[CH2:15][CH2:14][CH2:13][CH2:12][CH2:11][N:10]3[C:16](=[O:18])[CH:17]=2)=[N:3][CH:2]=1.C[Si]([N-][Si](C)(C)C)(C)C.[Li+].[Br:29]N1C(=O)CCC1=O, predict the reaction product. The product is: [Br:29][CH:15]1[CH2:14][CH2:13][CH2:12][CH2:11][N:10]2[C:16](=[O:18])[CH:17]=[C:7]([C:4]3[CH:5]=[CH:6][N:1]=[CH:2][N:3]=3)[N:8]=[C:9]12. (2) Given the reactants Br[C:2]1[CH:3]=[CH:4][C:5]([N+:8]([O-:10])=[O:9])=[N:6][CH:7]=1.[NH:11]1[CH2:15][CH2:14][CH2:13][C:12]1=[O:16].C(=O)([O-])[O-].[Cs+].[Cs+], predict the reaction product. The product is: [N+:8]([C:5]1[N:6]=[CH:7][C:2]([N:11]2[CH2:15][CH2:14][CH2:13][C:12]2=[O:16])=[CH:3][CH:4]=1)([O-:10])=[O:9]. (3) Given the reactants [Cl:1][C:2]1[N:10]([C:11]2[CH:16]=[CH:15][C:14]([C:17]3[CH:22]=[C:21]([CH3:23])[CH:20]=[CH:19][C:18]=3[O:24]C)=[CH:13][CH:12]=2)[C:9]2[C:8]([OH:26])=[C:7]([C:27]#[N:28])[C:6](=[O:29])[NH:5][C:4]=2[CH:3]=1.B(Br)(Br)Br.O, predict the reaction product. The product is: [Cl:1][C:2]1[N:10]([C:11]2[CH:12]=[CH:13][C:14]([C:17]3[CH:22]=[C:21]([CH3:23])[CH:20]=[CH:19][C:18]=3[OH:24])=[CH:15][CH:16]=2)[C:9]2[C:8]([OH:26])=[C:7]([C:27]#[N:28])[C:6](=[O:29])[NH:5][C:4]=2[CH:3]=1. (4) Given the reactants [NH2:1][C:2]1[N:3]=[C:4]([CH:7]2[CH2:12][CH2:11][N:10]([C:13](=[O:25])[CH2:14][N:15]3[C:19]([CH3:20])=[CH:18][C:17]([C:21]([F:24])([F:23])[F:22])=[N:16]3)[CH2:9][CH2:8]2)[S:5][CH:6]=1.[C:26]1([N:32]=[C:33]=[O:34])[CH:31]=[CH:30][CH:29]=[CH:28][CH:27]=1.CO, predict the reaction product. The product is: [CH3:20][C:19]1[N:15]([CH2:14][C:13]([N:10]2[CH2:11][CH2:12][CH:7]([C:4]3[S:5][CH:6]=[C:2]([NH:1][C:33]([NH:32][C:26]4[CH:31]=[CH:30][CH:29]=[CH:28][CH:27]=4)=[O:34])[N:3]=3)[CH2:8][CH2:9]2)=[O:25])[N:16]=[C:17]([C:21]([F:24])([F:23])[F:22])[CH:18]=1. (5) The product is: [CH:1]1([C@@H:4]([C:23]2[CH:28]=[CH:27][C:26]([C:68]3[N:69]=[N:70][C:71]([CH3:74])=[CH:72][CH:73]=3)=[CH:25][CH:24]=2)[N:5]2[CH2:10][CH2:9][C@:8]([CH2:17][C:18]([OH:21])([CH3:20])[CH3:19])([C:11]3[CH:12]=[CH:13][CH:14]=[CH:15][CH:16]=3)[O:7][C:6]2=[O:22])[CH2:2][CH2:3]1. Given the reactants [CH:1]1([C@@H:4]([C:23]2[CH:28]=[CH:27][C:26](B3OC(C)(C)C(C)(C)O3)=[CH:25][CH:24]=2)[N:5]2[CH2:10][CH2:9][C@:8]([CH2:17][C:18]([OH:21])([CH3:20])[CH3:19])([C:11]3[CH:16]=[CH:15][CH:14]=[CH:13][CH:12]=3)[O:7][C:6]2=[O:22])[CH2:3][CH2:2]1.BrC1C=CC([C@H](C2CC2)N2CC[C@](CC(O)(C)C)(C3C=CC=CC=3)OC2=O)=CC=1.Cl[C:68]1[N:69]=[N:70][C:71]([CH3:74])=[CH:72][CH:73]=1, predict the reaction product. (6) Given the reactants [CH2:1]([O:3][C:4]1[CH:9]=[CH:8][C:7]([CH3:10])=[CH:6][C:5]=1[N+:11]([O-])=O)[CH3:2], predict the reaction product. The product is: [CH2:1]([O:3][C:4]1[CH:9]=[CH:8][C:7]([CH3:10])=[CH:6][C:5]=1[NH2:11])[CH3:2].